From a dataset of Catalyst prediction with 721,799 reactions and 888 catalyst types from USPTO. Predict which catalyst facilitates the given reaction. (1) Reactant: [C:1]([C:3]1[CH:8]=[CH:7][C:6]([CH:9]2[CH2:14][CH2:13][N:12]([C:15]([C:17]3[CH:18]=[CH:19][C:20]([CH3:47])=[C:21]([NH:23][S:24]([C:27]4[CH:46]=[CH:45][CH:44]=[CH:43][C:28]=4[C:29]([NH:31]CC4C=CC(OC)=CC=4OC)=[O:30])(=[O:26])=[O:25])[CH:22]=3)=[O:16])[CH2:11][CH2:10]2)=[CH:5][CH:4]=1)#[N:2].C1(SC)C=CC=CC=1.FC(F)(F)C(O)=O.CCOC(C)=O. Product: [C:1]([C:3]1[CH:8]=[CH:7][C:6]([CH:9]2[CH2:14][CH2:13][N:12]([C:15]([C:17]3[CH:18]=[CH:19][C:20]([CH3:47])=[C:21]([NH:23][S:24]([C:27]4[CH:46]=[CH:45][CH:44]=[CH:43][C:28]=4[C:29]([NH2:31])=[O:30])(=[O:26])=[O:25])[CH:22]=3)=[O:16])[CH2:11][CH2:10]2)=[CH:5][CH:4]=1)#[N:2]. The catalyst class is: 2. (2) Reactant: Br[C:2]1[CH:9]=[N:8][CH:7]=[CH:6][C:3]=1[CH:4]=O.C([O-])([O-])=O.[K+].[K+].[CH2:16]([O:18][C:19](=[O:22])[CH2:20][SH:21])[CH3:17]. Product: [S:21]1[C:2]2=[CH:9][N:8]=[CH:7][CH:6]=[C:3]2[CH:4]=[C:20]1[C:19]([O:18][CH2:16][CH3:17])=[O:22]. The catalyst class is: 18. (3) Reactant: C(OC(=O)[NH:7][CH2:8][CH:9]=[CH:10][CH2:11][NH:12][C:13](=[O:33])[CH2:14][CH2:15][CH2:16][CH2:17][CH:18]([C:26]1[CH:31]=[CH:30][C:29]([F:32])=[CH:28][CH:27]=1)[C:19]1[CH:24]=[CH:23][C:22]([F:25])=[CH:21][CH:20]=1)(C)(C)C.C(O)(C(F)(F)F)=O. Product: [NH2:7][CH2:8][CH:9]=[CH:10][CH2:11][NH:12][C:13](=[O:33])[CH2:14][CH2:15][CH2:16][CH2:17][CH:18]([C:26]1[CH:31]=[CH:30][C:29]([F:32])=[CH:28][CH:27]=1)[C:19]1[CH:24]=[CH:23][C:22]([F:25])=[CH:21][CH:20]=1. The catalyst class is: 2. (4) Reactant: FC(F)(F)[C:3]([N:5](C)[C:6]1[CH:7]=[CH:8][C:9]2[N:10]([CH:12]=[C:13]([C:15]3[CH:20]=[CH:19][CH:18]=[C:17]([C:21]4[N:25]=[C:24]([C:26]([F:29])([F:28])[F:27])[O:23][N:22]=4)[CH:16]=3)[N:14]=2)[N:11]=1)=O.C([O-])([O-])=O.[K+].[K+]. Product: [CH3:3][NH:5][C:6]1[CH:7]=[CH:8][C:9]2[N:10]([CH:12]=[C:13]([C:15]3[CH:20]=[CH:19][CH:18]=[C:17]([C:21]4[N:25]=[C:24]([C:26]([F:29])([F:27])[F:28])[O:23][N:22]=4)[CH:16]=3)[N:14]=2)[N:11]=1. The catalyst class is: 24. (5) Reactant: Cl.Cl.[NH2:3][CH2:4][C:5]([C:7]1[CH:8]=[N:9][CH:10]=[CH:11][CH:12]=1)=[O:6].[C:13](O[C:13]([O:15][C:16]([CH3:19])([CH3:18])[CH3:17])=[O:14])([O:15][C:16]([CH3:19])([CH3:18])[CH3:17])=[O:14].C(N(CC)CC)C.O. Product: [C:16]([O:15][C:13]([NH:3][CH2:4][C:5]([C:7]1[CH:8]=[N:9][CH:10]=[CH:11][CH:12]=1)=[O:6])=[O:14])([CH3:19])([CH3:18])[CH3:17]. The catalyst class is: 22. (6) Reactant: F[C:2]1[CH:7]=[C:6]([CH3:8])[CH:5]=[CH:4][C:3]=1[N+:9]([O-:11])=[O:10].C(N(CC)CC)C.[CH3:19][CH:20]([NH2:22])[CH3:21]. Product: [CH:20]([NH:22][C:2]1[CH:7]=[C:6]([CH3:8])[CH:5]=[CH:4][C:3]=1[N+:9]([O-:11])=[O:10])([CH3:21])[CH3:19]. The catalyst class is: 7.